Dataset: Reaction yield outcomes from USPTO patents with 853,638 reactions. Task: Predict the reaction yield, written as a fraction of the theoretical maximum amount of product (1.0 means a 100% yield; for example, 0.34 means a 34% yield). (1) The reactants are [NH2:1][C:2]1[C:3](Br)=[CH:4][C:5]([F:18])=[C:6]([N:8]2[C:12](=[O:13])[N:11]([CH:14]([F:16])[F:15])[C:10]([CH3:17])=[N:9]2)[CH:7]=1.CCO[C:23]([S-:25])=[S:24].[K+].Cl. The catalyst is CN(C)C=O. The product is [F:18][C:5]1[C:6]([N:8]2[C:12](=[O:13])[N:11]([CH:14]([F:16])[F:15])[C:10]([CH3:17])=[N:9]2)=[CH:7][C:2]2[N:1]=[C:23]([SH:25])[S:24][C:3]=2[CH:4]=1. The yield is 0.730. (2) No catalyst specified. The reactants are [NH2:1][C:2]1[CH:6]=CNN=1.CO[C:9](=[O:18])[C:10]1[CH:15]=[CH:14][C:13]([F:16])=[CH:12][C:11]=1[Cl:17]. The yield is 0.600. The product is [Cl:17][C:11]1[CH:12]=[C:13]([F:16])[CH:14]=[CH:15][C:10]=1[C:9](=[O:18])[CH2:6][C:2]#[N:1]. (3) The reactants are [Br:1][C:2]1[CH:11]=[CH:10][C:5]([C:6]([O:8][CH3:9])=[O:7])=[CH:4][C:3]=1[CH2:12]Br.C(=O)=O.[CH2:17]([Mg]Br)[CH3:18].[Cl-].[NH4+]. The catalyst is C(OCC)C.[Cu]I.C(#N)C.O1CCCC1. The product is [Br:1][C:2]1[CH:11]=[CH:10][C:5]([C:6]([O:8][CH3:9])=[O:7])=[CH:4][C:3]=1[CH2:12][CH2:17][CH3:18]. The yield is 0.430. (4) The product is [OH:91][CH:90]1[C:92]2[C:19](=[CH:20][CH:21]=[CH:22][CH:23]=2)[C:18](=[O:17])[O:96]1. The yield is 0.350. The reactants are NCC1C=C(NC([O:17][CH2:18][CH2:19][C:20]2C=C[C:23](C(NC3C=CC4C(=CC=CC=4N(C(OC(C)(C)C)=O)C(OC(C)(C)C)=O)C=3)C(O)=O)=[CH:22][C:21]=2C)=O)C=CC=1S(CC)(=O)=O.C1CN([P+](ON2N=NC3C=CC=CC2=3)(N2CCCC2)N2CCCC2)CC1.F[P-](F)(F)(F)(F)F.[C:90]([OH:96])([C:92](F)(F)F)=[O:91]. No catalyst specified. (5) The reactants are [OH:1][NH:2][C:3](=[O:9])[O:4][C:5]([CH3:8])([CH3:7])[CH3:6].[H-].[Na+].Cl[CH2:13][CH2:14][C:15]([C:17]1[CH:22]=[CH:21][CH:20]=[CH:19][CH:18]=1)=[O:16]. The catalyst is C1COCC1. The product is [O:16]=[C:15]([C:17]1[CH:22]=[CH:21][CH:20]=[CH:19][CH:18]=1)[CH2:14][CH2:13][O:1][NH:2][C:3](=[O:9])[O:4][C:5]([CH3:8])([CH3:7])[CH3:6]. The yield is 0.690. (6) The catalyst is O.CCCCCC. The product is [CH3:39][O:38][C:35](=[O:37])[CH2:20][C:11]1[CH:10]=[C:9]([O:8][CH2:1][C:2]2[CH:7]=[CH:6][CH:5]=[CH:4][CH:3]=2)[C:18]2[C:13](=[CH:14][CH:15]=[C:16]([F:19])[CH:17]=2)[CH:12]=1. The reactants are [CH2:1]([O:8][C:9]1[C:18]2[C:13](=[CH:14][CH:15]=[C:16]([F:19])[CH:17]=2)[CH:12]=[C:11]([CH2:20]Cl)[CH:10]=1)[C:2]1[CH:7]=[CH:6][CH:5]=[CH:4][CH:3]=1.C1COCC1.CO.C([O-])([O-])=O.[K+].[K+].[C:35]([O:38][CH2:39]C)(=[O:37])C. The yield is 0.890.